Task: Regression. Given a peptide amino acid sequence and an MHC pseudo amino acid sequence, predict their binding affinity value. This is MHC class I binding data.. Dataset: Peptide-MHC class I binding affinity with 185,985 pairs from IEDB/IMGT (1) The peptide sequence is STELIRRVR. The MHC is HLA-A31:01 with pseudo-sequence HLA-A31:01. The binding affinity (normalized) is 0.582. (2) The peptide sequence is APPEDPAVDLL. The MHC is Mamu-A01 with pseudo-sequence Mamu-A01. The binding affinity (normalized) is 0. (3) The peptide sequence is EVMRSRWSR. The MHC is HLA-A33:01 with pseudo-sequence HLA-A33:01. The binding affinity (normalized) is 0.869.